Dataset: Catalyst prediction with 721,799 reactions and 888 catalyst types from USPTO. Task: Predict which catalyst facilitates the given reaction. (1) Reactant: Br.[C:2]([C:6]1[CH:11]=[CH:10][C:9](/[C:12](/[C:20]2[CH:25]=[CH:24][C:23]([N:26]([CH3:28])[CH3:27])=[C:22]([O:29]C)[N:21]=2)=[CH:13]\[C@@H:14]2[NH:18][C:17](=[O:19])[CH2:16][CH2:15]2)=[CH:8][CH:7]=1)([CH3:5])([CH3:4])[CH3:3].O. Product: [C:2]([C:6]1[CH:7]=[CH:8][C:9](/[C:12](/[C:20]2[NH:21][C:22](=[O:29])[C:23]([N:26]([CH3:27])[CH3:28])=[CH:24][CH:25]=2)=[CH:13]\[C@H:14]2[CH2:15][CH2:16][C:17](=[O:19])[NH:18]2)=[CH:10][CH:11]=1)([CH3:5])([CH3:3])[CH3:4]. The catalyst class is: 12. (2) Reactant: [C:1]([O:4][C@@H:5]([CH3:24])[CH2:6][CH2:7][CH2:8][CH2:9][N:10]1[C:19](=[O:20])[C:18]2[NH:17][C:16]([CH2:21][OH:22])=[N:15][C:14]=2[N:13]([CH3:23])[C:11]1=[O:12])(=[O:3])[CH3:2].C(=O)([O-])[O-].[K+].[K+].[CH2:31](Br)[C:32]1[CH:37]=[CH:36][CH:35]=[CH:34][CH:33]=1. Product: [C:1]([O:4][C@@H:5]([CH3:24])[CH2:6][CH2:7][CH2:8][CH2:9][N:10]1[C:19](=[O:20])[C:18]2[N:17]([CH2:31][C:32]3[CH:37]=[CH:36][CH:35]=[CH:34][CH:33]=3)[C:16]([CH2:21][OH:22])=[N:15][C:14]=2[N:13]([CH3:23])[C:11]1=[O:12])(=[O:3])[CH3:2]. The catalyst class is: 9. (3) Reactant: C([N:8]1[CH2:12][C@H:11]([C:13]2[CH:18]=[CH:17][C:16]([F:19])=[C:15]([F:20])[CH:14]=2)[C@@H:10]([C@@H:21]([O:23][C:24]2[CH:31]=[CH:30][C:27]([C:28]#[N:29])=[CH:26][N:25]=2)[CH3:22])[CH2:9]1)C1C=CC=CC=1.ClC(OC(Cl)C)=O.CCN(C(C)C)C(C)C. Product: [F:20][C:15]1[CH:14]=[C:13]([C@H:11]2[CH2:12][NH:8][CH2:9][C@@H:10]2[C@@H:21]([O:23][C:24]2[CH:31]=[CH:30][C:27]([C:28]#[N:29])=[CH:26][N:25]=2)[CH3:22])[CH:18]=[CH:17][C:16]=1[F:19]. The catalyst class is: 11. (4) Reactant: C([O:3][C:4]([C:6]1[C:7]([CH3:23])=[N:8][N:9]2[C:13]([C:14]3[CH:19]=[CH:18][C:17]([CH3:20])=[CH:16][C:15]=3[CH3:21])=[C:12]([CH3:22])[O:11][C:10]=12)=[O:5])C.O.[OH-].[Li+]. Product: [CH3:21][C:15]1[CH:16]=[C:17]([CH3:20])[CH:18]=[CH:19][C:14]=1[C:13]1[N:9]2[N:8]=[C:7]([CH3:23])[C:6]([C:4]([OH:5])=[O:3])=[C:10]2[O:11][C:12]=1[CH3:22]. The catalyst class is: 88. (5) Reactant: [Si]([O:8][CH2:9][CH2:10][C@@H:11]1[CH2:23][C:22]2[C:21]3[C:20]([O:24][CH:25]4[CH2:30][CH2:29][CH:28]([NH:31][C:32](=[O:38])[O:33][C:34]([CH3:37])([CH3:36])[CH3:35])[CH2:27][CH2:26]4)=[N:19][CH:18]=[N:17][C:16]=3[S:15][C:14]=2[CH2:13][CH2:12]1)(C(C)(C)C)(C)C.CCCC[N+](CCCC)(CCCC)CCCC.[F-]. Product: [OH:8][CH2:9][CH2:10][C@@H:11]1[CH2:23][C:22]2[C:21]3[C:20]([O:24][CH:25]4[CH2:26][CH2:27][CH:28]([NH:31][C:32](=[O:38])[O:33][C:34]([CH3:36])([CH3:35])[CH3:37])[CH2:29][CH2:30]4)=[N:19][CH:18]=[N:17][C:16]=3[S:15][C:14]=2[CH2:13][CH2:12]1. The catalyst class is: 1. (6) Reactant: [CH3:1][C:2]1([CH3:39])[S:7](=[O:9])(=[O:8])[C@@H:6]2[CH2:10][C@H:11]([CH3:22])[O:12][C:13]3[CH:18]=[CH:17][C:16]([N+:19]([O-])=O)=[CH:15][C:14]=3[C@@:5]2([CH3:23])[N:4]=[C:3]1[N:24]([C:32]([O:34][C:35]([CH3:38])([CH3:37])[CH3:36])=[O:33])[C:25](=[O:31])[O:26][C:27]([CH3:30])([CH3:29])[CH3:28].CO. Product: [NH2:19][C:16]1[CH:17]=[CH:18][C:13]2[O:12][C@@H:11]([CH3:22])[CH2:10][C@H:6]3[S:7](=[O:8])(=[O:9])[C:2]([CH3:39])([CH3:1])[C:3]([N:24]([C:25]([O:26][C:27]([CH3:28])([CH3:29])[CH3:30])=[O:31])[C:32](=[O:33])[O:34][C:35]([CH3:36])([CH3:37])[CH3:38])=[N:4][C@:5]3([CH3:23])[C:14]=2[CH:15]=1. The catalyst class is: 153. (7) Reactant: Cl[S:2]([C:5]1[CH:6]=[C:7]([CH:11]=[CH:12][CH:13]=1)[C:8]([OH:10])=[O:9])(=[O:4])=[O:3].[CH3:14][NH:15][CH3:16].C1COCC1. Product: [CH3:14][N:15]([CH3:16])[S:2]([C:5]1[CH:6]=[C:7]([CH:11]=[CH:12][CH:13]=1)[C:8]([OH:10])=[O:9])(=[O:4])=[O:3]. The catalyst class is: 2.